From a dataset of NCI-60 drug combinations with 297,098 pairs across 59 cell lines. Regression. Given two drug SMILES strings and cell line genomic features, predict the synergy score measuring deviation from expected non-interaction effect. (1) Drug 1: CCCCCOC(=O)NC1=NC(=O)N(C=C1F)C2C(C(C(O2)C)O)O. Drug 2: CN(C(=O)NC(C=O)C(C(C(CO)O)O)O)N=O. Cell line: MOLT-4. Synergy scores: CSS=-3.57, Synergy_ZIP=2.04, Synergy_Bliss=-2.29, Synergy_Loewe=-8.21, Synergy_HSA=-7.92. (2) Drug 2: CN1C2=C(C=C(C=C2)N(CCCl)CCCl)N=C1CCCC(=O)O.Cl. Synergy scores: CSS=4.22, Synergy_ZIP=-4.75, Synergy_Bliss=-3.31, Synergy_Loewe=-3.78, Synergy_HSA=-3.71. Cell line: T-47D. Drug 1: C1CC(=O)NC(=O)C1N2CC3=C(C2=O)C=CC=C3N. (3) Drug 1: C1=NC2=C(N1)C(=S)N=C(N2)N. Drug 2: C1CN1P(=S)(N2CC2)N3CC3. Cell line: UO-31. Synergy scores: CSS=26.9, Synergy_ZIP=-1.49, Synergy_Bliss=-1.52, Synergy_Loewe=-9.47, Synergy_HSA=-0.0382. (4) Drug 1: CN1CCC(CC1)COC2=C(C=C3C(=C2)N=CN=C3NC4=C(C=C(C=C4)Br)F)OC. Drug 2: C1CN(CCN1C(=O)CCBr)C(=O)CCBr. Cell line: T-47D. Synergy scores: CSS=3.53, Synergy_ZIP=-4.41, Synergy_Bliss=-1.45, Synergy_Loewe=-1.84, Synergy_HSA=-0.234. (5) Drug 1: COCCOC1=C(C=C2C(=C1)C(=NC=N2)NC3=CC=CC(=C3)C#C)OCCOC.Cl. Drug 2: B(C(CC(C)C)NC(=O)C(CC1=CC=CC=C1)NC(=O)C2=NC=CN=C2)(O)O. Cell line: HCT-15. Synergy scores: CSS=17.4, Synergy_ZIP=1.89, Synergy_Bliss=3.96, Synergy_Loewe=-43.1, Synergy_HSA=0.191. (6) Drug 1: C1=NNC2=C1C(=O)NC=N2. Drug 2: C1CCC(C(C1)N)N.C(=O)(C(=O)[O-])[O-].[Pt+4]. Cell line: NCI-H322M. Synergy scores: CSS=0.324, Synergy_ZIP=-0.908, Synergy_Bliss=-0.745, Synergy_Loewe=-5.99, Synergy_HSA=-2.83. (7) Drug 1: CC1=CC=C(C=C1)C2=CC(=NN2C3=CC=C(C=C3)S(=O)(=O)N)C(F)(F)F. Drug 2: COCCOC1=C(C=C2C(=C1)C(=NC=N2)NC3=CC=CC(=C3)C#C)OCCOC.Cl. Cell line: U251. Synergy scores: CSS=-0.940, Synergy_ZIP=0.471, Synergy_Bliss=3.14, Synergy_Loewe=-0.227, Synergy_HSA=-1.11. (8) Drug 1: C1=CN(C(=O)N=C1N)C2C(C(C(O2)CO)O)O.Cl. Drug 2: CCN(CC)CCCC(C)NC1=C2C=C(C=CC2=NC3=C1C=CC(=C3)Cl)OC. Cell line: UACC62. Synergy scores: CSS=18.3, Synergy_ZIP=-8.06, Synergy_Bliss=-2.25, Synergy_Loewe=-8.25, Synergy_HSA=-1.44. (9) Synergy scores: CSS=29.0, Synergy_ZIP=-3.95, Synergy_Bliss=2.06, Synergy_Loewe=-10.1, Synergy_HSA=2.76. Cell line: A498. Drug 2: CCCS(=O)(=O)NC1=C(C(=C(C=C1)F)C(=O)C2=CNC3=C2C=C(C=N3)C4=CC=C(C=C4)Cl)F. Drug 1: COC1=CC(=CC(=C1O)OC)C2C3C(COC3=O)C(C4=CC5=C(C=C24)OCO5)OC6C(C(C7C(O6)COC(O7)C8=CC=CS8)O)O.